From a dataset of Full USPTO retrosynthesis dataset with 1.9M reactions from patents (1976-2016). Predict the reactants needed to synthesize the given product. (1) Given the product [Br:13][C:14]1[CH:19]=[C:18]([CH:23]=[O:24])[C:17]([F:20])=[CH:16][N:15]=1, predict the reactants needed to synthesize it. The reactants are: C(NC(C)C)(C)C.[Li]CCCC.[Br:13][C:14]1[CH:19]=[CH:18][C:17]([F:20])=[CH:16][N:15]=1.CN(C)[CH:23]=[O:24]. (2) Given the product [Cl:24][C:25]1[CH:26]=[C:27]([CH:28]2[N:20]3[N:19]=[C:18]([CH3:17])[CH:22]=[C:21]3[NH:23][C:14]([CH3:15])=[C:13]2[S:10]([NH:9][C:6]2[CH:5]=[CH:4][C:3]([O:2][CH3:1])=[CH:8][CH:7]=2)(=[O:12])=[O:11])[CH:30]=[CH:31][C:32]=1[Cl:33], predict the reactants needed to synthesize it. The reactants are: [CH3:1][O:2][C:3]1[CH:8]=[CH:7][C:6]([NH:9][S:10]([CH2:13][C:14](=O)[CH3:15])(=[O:12])=[O:11])=[CH:5][CH:4]=1.[CH3:17][C:18]1[CH:22]=[C:21]([NH2:23])[NH:20][N:19]=1.[Cl:24][C:25]1[CH:26]=[C:27]([CH:30]=[CH:31][C:32]=1[Cl:33])[CH:28]=O. (3) Given the product [Cl:14][C:7]1[N:6]=[C:5]([CH2:4][C:3]([OH:15])=[O:2])[C:10]([C:11]#[N:12])=[CH:9][C:8]=1[F:13], predict the reactants needed to synthesize it. The reactants are: C[O:2][C:3](=[O:15])[CH2:4][C:5]1[C:10]([C:11]#[N:12])=[CH:9][C:8]([F:13])=[C:7]([Cl:14])[N:6]=1.Cl. (4) Given the product [N:23]([C@H:6]1[CH2:11][N:10]([C:12]([O:14][C:15]([CH3:18])([CH3:17])[CH3:16])=[O:13])[C@H:9]([C:19]([O:21][CH3:22])=[O:20])[CH2:8][CH2:7]1)=[N+:24]=[N-:25], predict the reactants needed to synthesize it. The reactants are: CS(O[C@@H:6]1[CH2:11][N:10]([C:12]([O:14][C:15]([CH3:18])([CH3:17])[CH3:16])=[O:13])[C@H:9]([C:19]([O:21][CH3:22])=[O:20])[CH2:8][CH2:7]1)(=O)=O.[N-:23]=[N+:24]=[N-:25].[Na+]. (5) Given the product [CH3:16][C:5]1[N:6]=[C:7]2[N:8]([CH2:11][CH2:12][CH2:13][CH:14]2[OH:15])[C:9](=[O:10])[C:4]=1[CH2:3][CH2:2][N:29]1[CH2:28][CH2:27][CH:26]([C:23]2[C:22]3[CH:32]=[CH:33][C:19]([F:18])=[CH:20][C:21]=3[O:25][N:24]=2)[CH2:31][CH2:30]1, predict the reactants needed to synthesize it. The reactants are: Cl[CH2:2][CH2:3][C:4]1[C:9](=[O:10])[N:8]2[CH2:11][CH2:12][CH2:13][CH:14]([OH:15])[C:7]2=[N:6][C:5]=1[CH3:16].Cl.[F:18][C:19]1[CH:33]=[CH:32][C:22]2[C:23]([CH:26]3[CH2:31][CH2:30][NH:29][CH2:28][CH2:27]3)=[N:24][O:25][C:21]=2[CH:20]=1.C(=O)([O-])[O-].[K+].[K+].